Dataset: Forward reaction prediction with 1.9M reactions from USPTO patents (1976-2016). Task: Predict the product of the given reaction. (1) The product is: [CH2:1]=[CH:2][C:4]1[CH:9]=[CH:8][CH:7]=[CH:6][CH:5]=1.[CH3:3][C:2]([C:4]1[CH:9]=[CH:8][C:7]([OH:10])=[CH:6][CH:5]=1)=[CH2:1].[C:11](#[N:14])[CH:12]=[CH2:13]. Given the reactants [CH3:1][C:2]([C:4]1[CH:9]=[CH:8][C:7]([OH:10])=[CH:6][CH:5]=1)=[CH2:3].[C:11](#[N:14])[CH:12]=[CH2:13].N(C(C)(CC(C)C)C#N)=NC(C)(CC(C)C)C#N, predict the reaction product. (2) The product is: [CH3:10][O:11][C:12]1[CH:21]=[CH:20][C:15]([C:16](=[O:19])[CH2:17][NH:9][C:6]2[CH:7]=[CH:8][C:3]([O:2][CH3:1])=[CH:4][CH:5]=2)=[CH:14][CH:13]=1. Given the reactants [CH3:1][O:2][C:3]1[CH:8]=[CH:7][C:6]([NH2:9])=[CH:5][CH:4]=1.[CH3:10][O:11][C:12]1[CH:21]=[CH:20][C:15]([C:16](=[O:19])[CH2:17]Br)=[CH:14][CH:13]=1.C(N(CC)CC)C, predict the reaction product. (3) Given the reactants C([O:3][C:4](=O)[C:5]1[CH:10]=[CH:9][C:8]([O:11][C:12]2[CH:13]=[N:14][CH:15]=[CH:16][CH:17]=2)=[CH:7][C:6]=1[CH2:18][N:19](CC1C=CC(OC)=CC=1OC)[CH2:20][C:21]([O:23][CH2:24][CH3:25])=[O:22])C.CCC([O-])(C)C.[K+].S(Cl)(Cl)=O, predict the reaction product. The product is: [CH2:24]([O:23][C:21]([C:20]1[N:19]=[CH:18][C:6]2[C:5]([C:4]=1[OH:3])=[CH:10][CH:9]=[C:8]([O:11][C:12]1[CH:13]=[N:14][CH:15]=[CH:16][CH:17]=1)[CH:7]=2)=[O:22])[CH3:25]. (4) Given the reactants [CH3:1][O:2][C:3]1[C:12]2[O:11][CH2:10][O:9][CH2:8][C:7]=2[CH:6]=[C:5]([CH:13]([NH:26][C:27]2[CH:32]=[CH:31][C:30]([C:33]3[N:37]=C(C)O[N:34]=3)=[CH:29][CH:28]=2)[C:14]2[NH:15][C:16](=[O:25])[N:17]([C:19]3[N:24]=[CH:23][CH:22]=[CH:21][N:20]=3)[N:18]=2)[CH:4]=1.O.[C:40]([OH:43])(=[O:42])[CH3:41].FC(F)(F)C(O)=O.C(C1C=CC(NC(C2C=C(OC)C(OC)=CC=2F)C2NC(=O)N(C3C=CC=CC=3C(O)=O)N=2)=CC=1)(=N)N, predict the reaction product. The product is: [C:40]([OH:43])(=[O:42])[CH3:41].[CH3:1][O:2][C:3]1[C:12]2[O:11][CH2:10][O:9][CH2:8][C:7]=2[CH:6]=[C:5]([CH:13]([NH:26][C:27]2[CH:32]=[CH:31][C:30]([C:33]([NH2:37])=[NH:34])=[CH:29][CH:28]=2)[C:14]2[NH:15][C:16](=[O:25])[N:17]([C:19]3[N:20]=[CH:21][CH:22]=[CH:23][N:24]=3)[N:18]=2)[CH:4]=1. (5) Given the reactants C(O)(C(F)(F)F)=O.C(OC([N:15](C(OC(C)(C)C)=O)[C:16]1[C:17]([C:36]2[O:40][N:39]=[C:38]([C:41]3[CH:46]=[CH:45][C:44]([CH2:47][N:48](C)[C:49](=O)OC(C)(C)C)=[CH:43][C:42]=3[F:57])[CH:37]=2)=[N:18][C:19]([C:22]2[CH:27]=[CH:26][C:25]([S:28]([CH:31]3[CH2:35][CH2:34][O:33][CH2:32]3)(=[O:30])=[O:29])=[CH:24][CH:23]=2)=[CH:20][N:21]=1)=O)(C)(C)C, predict the reaction product. The product is: [F:57][C:42]1[CH:43]=[C:44]([CH2:47][NH:48][CH3:49])[CH:45]=[CH:46][C:41]=1[C:38]1[CH:37]=[C:36]([C:17]2[C:16]([NH2:15])=[N:21][CH:20]=[C:19]([C:22]3[CH:27]=[CH:26][C:25]([S:28]([CH:31]4[CH2:35][CH2:34][O:33][CH2:32]4)(=[O:29])=[O:30])=[CH:24][CH:23]=3)[N:18]=2)[O:40][N:39]=1. (6) Given the reactants [OH-].[Na+].[I:3][C:4]1[C:12]2[CH:11]=[CH:10][C:9]([C:19]3[CH:24]=[CH:23][CH:22]=[CH:21][CH:20]=3)([C:13]3[CH:18]=[CH:17][CH:16]=[CH:15][CH:14]=3)[CH2:8][C:7]=2[N:6](S(C2C=CC(C)=CC=2)(=O)=O)[N:5]=1.C(OCC)(=O)C, predict the reaction product. The product is: [I:3][C:4]1[C:12]2[CH:11]=[CH:10][C:9]([C:19]3[CH:24]=[CH:23][CH:22]=[CH:21][CH:20]=3)([C:13]3[CH:18]=[CH:17][CH:16]=[CH:15][CH:14]=3)[CH2:8][C:7]=2[NH:6][N:5]=1. (7) Given the reactants [NH:1]1[C:9]2[C:4](=[CH:5][C:6]([NH:10][C:11]3[CH:20]=[CH:19][C:18]([CH:21]4[CH2:23][CH2:22]4)=[CH:17][C:12]=3[C:13]([O:15]C)=[O:14])=[CH:7][CH:8]=2)[CH:3]=[CH:2]1.[OH-].[Na+].Cl.C(OCC)(=O)C, predict the reaction product. The product is: [NH:1]1[C:9]2[C:4](=[CH:5][C:6]([NH:10][C:11]3[CH:20]=[CH:19][C:18]([CH:21]4[CH2:22][CH2:23]4)=[CH:17][C:12]=3[C:13]([OH:15])=[O:14])=[CH:7][CH:8]=2)[CH:3]=[CH:2]1.